The task is: Predict the reactants needed to synthesize the given product.. This data is from Full USPTO retrosynthesis dataset with 1.9M reactions from patents (1976-2016). (1) The reactants are: [C:1]([OH:11])(=O)/[CH:2]=[CH:3]/[C:4]1[CH:9]=[CH:8][CH:7]=[CH:6][CH:5]=1.[CH3:12][N:13]([CH3:29])[CH:14]1[CH2:18][CH2:17][N:16]([C:19]2[S:20][C:21]3[CH:27]=[C:26]([NH2:28])[CH:25]=[CH:24][C:22]=3[N:23]=2)[CH2:15]1. Given the product [CH3:12][N:13]([CH3:29])[CH:14]1[CH2:18][CH2:17][N:16]([C:19]2[S:20][C:21]3[CH:27]=[C:26]([NH:28][C:1](=[O:11])[CH:2]=[CH:3][C:4]4[CH:5]=[CH:6][CH:7]=[CH:8][CH:9]=4)[CH:25]=[CH:24][C:22]=3[N:23]=2)[CH2:15]1, predict the reactants needed to synthesize it. (2) Given the product [Cl:32][CH2:2][C:3]1[CH:27]=[CH:26][C:6]([O:7][CH2:8][C:9]2[N:10]=[C:11]([N:15]3[CH2:20][CH2:19][CH:18]([C:21]([O:23][CH2:24][CH3:25])=[O:22])[CH2:17][CH2:16]3)[S:12][C:13]=2[CH3:14])=[C:5]([O:28][CH3:29])[CH:4]=1, predict the reactants needed to synthesize it. The reactants are: O[CH2:2][C:3]1[CH:27]=[CH:26][C:6]([O:7][CH2:8][C:9]2[N:10]=[C:11]([N:15]3[CH2:20][CH2:19][CH:18]([C:21]([O:23][CH2:24][CH3:25])=[O:22])[CH2:17][CH2:16]3)[S:12][C:13]=2[CH3:14])=[C:5]([O:28][CH3:29])[CH:4]=1.S(Cl)([Cl:32])=O.